This data is from Catalyst prediction with 721,799 reactions and 888 catalyst types from USPTO. The task is: Predict which catalyst facilitates the given reaction. (1) Reactant: [C:1]([C:4]1[C:5]([C@@H:10]([NH:21]C(=O)OC(C)(C)C)[C:11]2[CH:16]=[CH:15][C:14]([C:17]([F:20])([F:19])[F:18])=[CH:13][CH:12]=2)=[N:6][CH:7]=[CH:8][CH:9]=1)#[C:2][CH3:3].[ClH:29]. Product: [ClH:29].[C:1]([C:4]1[C:5]([C@H:10]([C:11]2[CH:16]=[CH:15][C:14]([C:17]([F:20])([F:18])[F:19])=[CH:13][CH:12]=2)[NH2:21])=[N:6][CH:7]=[CH:8][CH:9]=1)#[C:2][CH3:3]. The catalyst class is: 2. (2) Reactant: [F:1][C:2]1[C:3]([CH2:24][N:25](C)[C:26](=O)OC(C)(C)C)=[CH:4][N:5]([S:14]([C:17]2[CH:18]=[N:19][CH:20]=[C:21]([F:23])[CH:22]=2)(=[O:16])=[O:15])[C:6]=1[C:7]1[C:8]([F:13])=[N:9][CH:10]=[CH:11][CH:12]=1. Product: [F:1][C:2]1[C:3]([CH2:24][NH:25][CH3:26])=[CH:4][N:5]([S:14]([C:17]2[CH:18]=[N:19][CH:20]=[C:21]([F:23])[CH:22]=2)(=[O:15])=[O:16])[C:6]=1[C:7]1[C:8]([F:13])=[N:9][CH:10]=[CH:11][CH:12]=1. The catalyst class is: 662. (3) Reactant: [CH2:1]([CH:4]1[CH2:8][N:7]([CH2:9][C:10]2[N:11]=[CH:12][N:13](C(C3C=CC=CC=3)(C3C=CC=CC=3)C3C=CC=CC=3)[CH:14]=2)[C:6](=[O:34])[CH2:5]1)[CH2:2][CH3:3]. Product: [NH:13]1[CH:14]=[C:10]([CH2:9][N:7]2[CH2:8][CH:4]([CH2:1][CH2:2][CH3:3])[CH2:5][C:6]2=[O:34])[N:11]=[CH:12]1. The catalyst class is: 313. (4) Reactant: C(OC([N:8]1[CH2:12][C@@H:11]([CH2:13][N:14]([CH:31]([CH3:33])[CH3:32])[C:15](=[O:30])[C:16]2[CH:21]=[CH:20][C:19]([O:22][CH3:23])=[C:18]([O:24][CH2:25][CH2:26][CH2:27][O:28][CH3:29])[CH:17]=2)[C@H:10]([NH2:34])[CH2:9]1)=O)(C)(C)C.[CH2:35]([N:42]([CH2:47][CH:48]1[CH2:50][CH2:49]1)[C:43](=[O:46])[CH2:44]Cl)[C:36]1[CH:41]=[CH:40][CH:39]=[CH:38][CH:37]=1.[Cl-].CC#N.O. Product: [CH2:35]([N:42]([CH2:47][CH:48]1[CH2:49][CH2:50]1)[C:43]([CH2:44][NH:34][C@@H:10]1[CH2:9][NH:8][CH2:12][C@H:11]1[CH2:13][N:14]([CH:31]([CH3:33])[CH3:32])[C:15](=[O:30])[C:16]1[CH:21]=[CH:20][C:19]([O:22][CH3:23])=[C:18]([O:24][CH2:25][CH2:26][CH2:27][O:28][CH3:29])[CH:17]=1)=[O:46])[C:36]1[CH:41]=[CH:40][CH:39]=[CH:38][CH:37]=1. The catalyst class is: 23. (5) Reactant: [O:1]1[CH2:6][CH2:5][CH2:4][CH2:3][CH:2]1[O:7][C@H:8]1[C@H:12]2[O:13][CH2:14][C@@H:15]([OH:16])[C@H:11]2[O:10][CH2:9]1.[N+:17]([O:20][C@H:21]([CH2:28][O:29][N+:30]([O-:32])=[O:31])[CH2:22][CH2:23][CH2:24][C:25](O)=[O:26])([O-:19])=[O:18].CCN=C=NCCCN(C)C. Product: [N+:17]([O:20][C@H:21]([CH2:28][O:29][N+:30]([O-:32])=[O:31])[CH2:22][CH2:23][CH2:24][C:25]([O:16][C@@H:15]1[CH2:14][O:13][C@@H:12]2[C@H:8]([O:7][CH:2]3[CH2:3][CH2:4][CH2:5][CH2:6][O:1]3)[CH2:9][O:10][C@H:11]12)=[O:26])([O-:19])=[O:18]. The catalyst class is: 172. (6) Reactant: C(OC(=O)C1C=CC(N[C:12](=[O:38])[CH:13]([N:20]2[C:24]3[CH:25]=[C:26]([F:30])[C:27]([F:29])=[CH:28][C:23]=3[N:22]=[C:21]2[C:31]2[CH:36]=[CH:35][C:34]([Cl:37])=[CH:33][CH:32]=2)[CH:14]2[CH2:19][CH2:18][CH2:17][CH2:16][CH2:15]2)=CC=1)C.ClC1C=CC(C2N(C(C3CCCCC3)C(O)=O)C3C=C(F)C(F)=CC=3N=2)=CC=1.[CH3:68][O:69][C:70]([C:72]1([O:75][C:76]2[CH:81]=[CH:80][C:79]([NH2:82])=[C:78]([F:83])[CH:77]=2)[CH2:74][CH2:73]1)=[O:71]. Product: [CH3:68][O:69][C:70]([C:72]1([O:75][C:76]2[CH:81]=[CH:80][C:79]([NH:82][C:12](=[O:38])[CH:13]([N:20]3[C:24]4[CH:25]=[C:26]([F:30])[C:27]([F:29])=[CH:28][C:23]=4[N:22]=[C:21]3[C:31]3[CH:32]=[CH:33][C:34]([Cl:37])=[CH:35][CH:36]=3)[CH:14]3[CH2:15][CH2:16][CH2:17][CH2:18][CH2:19]3)=[C:78]([F:83])[CH:77]=2)[CH2:74][CH2:73]1)=[O:71]. The catalyst class is: 277. (7) Reactant: Br[CH2:2][C:3]1[CH:12]=[CH:11][C:6]([C:7]([O:9][CH3:10])=[O:8])=[CH:5][C:4]=1[O:13][CH3:14].[NH:15]1[CH2:20][CH2:19][O:18][CH2:17][CH2:16]1. Product: [CH3:14][O:13][C:4]1[CH:5]=[C:6]([CH:11]=[CH:12][C:3]=1[CH2:2][N:15]1[CH2:20][CH2:19][O:18][CH2:17][CH2:16]1)[C:7]([O:9][CH3:10])=[O:8]. The catalyst class is: 7. (8) Reactant: [F:1][C:2]1[S:6][CH:5]=[C:4]([CH2:7][OH:8])[CH:3]=1.[CH:9]1([C:12]2[N:16]([CH3:17])[C:15]3[CH:18]=[C:19]([N:22]4[CH:27]=[CH:26][C:25]([OH:28])=[CH:24][C:23]4=[O:29])[CH:20]=[CH:21][C:14]=3[N:13]=2)[CH2:11][CH2:10]1.[CH2:39](P([CH2:39][CH2:40][CH2:41][CH3:42])[CH2:39][CH2:40][CH2:41][CH3:42])[CH2:40][CH2:41][CH3:42].N(C(N1CCCCC1)=O)=NC(N1CCCCC1)=O. Product: [CH:9]1([C:12]2[N:16]([CH3:17])[C:15]3[CH:18]=[C:19]([N:22]4[CH:27]=[CH:26][C:25]([O:8][CH2:7][C:4]5[CH:3]=[C:2]([F:1])[S:6][CH:5]=5)=[CH:24][C:23]4=[O:29])[CH:20]=[CH:21][C:14]=3[N:13]=2)[CH2:10][CH2:11]1.[CH:9]1([C:12]2[N:16]([CH3:17])[C:15]3[CH:18]=[C:19]([N:22]4[CH:27]=[CH:26][C:25]([O:28][CH2:42][C:41]5[CH:40]=[CH:39][S:6][C:2]=5[F:1])=[CH:24][C:23]4=[O:29])[CH:20]=[CH:21][C:14]=3[N:13]=2)[CH2:10][CH2:11]1. The catalyst class is: 1. (9) Reactant: [N+:1]([C:4]1[CH:10]=[CH:9][C:7]([NH2:8])=[CH:6][CH:5]=1)([O-:3])=[O:2].[Cl:11][CH2:12][CH2:13][CH2:14][C:15]#[N:16]. Product: [ClH:11].[N+:1]([C:4]1[CH:10]=[CH:9][C:7]([N:8]2[CH2:12][CH2:13][CH2:14][C:15]2=[NH:16])=[CH:6][CH:5]=1)([O-:3])=[O:2]. The catalyst class is: 13. (10) The catalyst class is: 1. Product: [NH2:1][C:2]1[C:9]([C:10]#[CH:11])=[CH:8][C:5]([C:6]#[N:7])=[C:4]([Cl:16])[CH:3]=1. Reactant: [NH2:1][C:2]1[C:9]([C:10]#[C:11][Si](C)(C)C)=[CH:8][C:5]([C:6]#[N:7])=[C:4]([Cl:16])[CH:3]=1.[F-].C([N+](CCCC)(CCCC)CCCC)CCC.